This data is from Peptide-MHC class I binding affinity with 185,985 pairs from IEDB/IMGT. The task is: Regression. Given a peptide amino acid sequence and an MHC pseudo amino acid sequence, predict their binding affinity value. This is MHC class I binding data. (1) The peptide sequence is YTNEIIGYK. The MHC is HLA-A03:01 with pseudo-sequence HLA-A03:01. The binding affinity (normalized) is 0.852. (2) The peptide sequence is GEPKTVKVL. The MHC is HLA-B45:01 with pseudo-sequence HLA-B45:01. The binding affinity (normalized) is 0. (3) The binding affinity (normalized) is 0.557. The MHC is HLA-A31:01 with pseudo-sequence HLA-A31:01. The peptide sequence is LMHLVSLYK.